Dataset: Peptide-MHC class II binding affinity with 134,281 pairs from IEDB. Task: Regression. Given a peptide amino acid sequence and an MHC pseudo amino acid sequence, predict their binding affinity value. This is MHC class II binding data. (1) The peptide sequence is LAAIIFLFGPPTALRS. The MHC is DRB1_0802 with pseudo-sequence DRB1_0802. The binding affinity (normalized) is 0.177. (2) The peptide sequence is VIPEGWKADTCYESK. The MHC is DRB1_1602 with pseudo-sequence DRB1_1602. The binding affinity (normalized) is 0.342. (3) The peptide sequence is QGFIFFFLFNILTGK. The MHC is DRB1_0404 with pseudo-sequence DRB1_0404. The binding affinity (normalized) is 0.389. (4) The peptide sequence is TCVLGKLSQELHKLQ. The MHC is DRB1_0301 with pseudo-sequence DRB1_0301. The binding affinity (normalized) is 0.